Dataset: Reaction yield outcomes from USPTO patents with 853,638 reactions. Task: Predict the reaction yield, written as a fraction of the theoretical maximum amount of product (1.0 means a 100% yield; for example, 0.34 means a 34% yield). The reactants are [NH2:1][C:2]1[CH:7]=[CH:6][C:5]([Br:8])=[CH:4][N:3]=1.N1C=CC=CC=1.[C:15](OC(=O)C)(=[O:17])[CH3:16].O. The catalyst is C1COCC1. The product is [Br:8][C:5]1[CH:6]=[CH:7][C:2]([NH:1][C:15](=[O:17])[CH3:16])=[N:3][CH:4]=1. The yield is 0.920.